The task is: Predict the reactants needed to synthesize the given product.. This data is from Full USPTO retrosynthesis dataset with 1.9M reactions from patents (1976-2016). (1) The reactants are: [Cl:1][C:2]1[C:3]([C:9]#[N:10])=[N:4][CH:5]=[C:6](Cl)[N:7]=1.Cl.[NH2:12][C@H:13]([CH2:17][CH:18]1[CH2:20][CH2:19]1)[C:14]([NH2:16])=[O:15].CCN(C(C)C)C(C)C.O. Given the product [Cl:1][C:2]1[N:7]=[C:6]([NH:12][C@H:13]([CH2:17][CH:18]2[CH2:20][CH2:19]2)[C:14]([NH2:16])=[O:15])[CH:5]=[N:4][C:3]=1[C:9]#[N:10], predict the reactants needed to synthesize it. (2) Given the product [NH2:21][C:22]1[C:23](=[O:29])[NH:24][CH:25]=[CH:26][C:27]=1[NH:28][C:18]([C:11]1[CH:12]=[CH:13][CH:14]=[C:15]2[C:10]=1[N:9]=[C:8]([NH:7][C:1]1[CH:2]=[CH:3][CH:4]=[CH:5][CH:6]=1)[CH:17]=[CH:16]2)=[O:20].[NH2:28][C:27]1[CH:26]=[CH:25][NH:24][C:23](=[O:29])[C:22]=1[NH:21][C:18]([C:11]1[CH:12]=[CH:13][CH:14]=[C:15]2[C:10]=1[N:9]=[C:8]([NH:7][C:1]1[CH:6]=[CH:5][CH:4]=[CH:3][CH:2]=1)[CH:17]=[CH:16]2)=[O:19], predict the reactants needed to synthesize it. The reactants are: [C:1]1([NH:7][C:8]2[CH:17]=[CH:16][C:15]3[C:10](=[C:11]([C:18]([OH:20])=[O:19])[CH:12]=[CH:13][CH:14]=3)[N:9]=2)[CH:6]=[CH:5][CH:4]=[CH:3][CH:2]=1.[NH2:21][C:22]1[C:23](=[O:29])[NH:24][CH:25]=[CH:26][C:27]=1[NH2:28].CN(C(ON1N=NC2C=CC=NC1=2)=[N+](C)C)C.F[P-](F)(F)(F)(F)F.C(N(C(C)C)C(C)C)C. (3) Given the product [NH2:8][C:5]1[N:6]=[CH:7][C:2]([C:26]2[S:27][C:23]([C:20]([OH:22])=[O:21])=[CH:24][CH:25]=2)=[CH:3][C:4]=1[O:9][CH2:10][C:11]1[C:16]([F:17])=[CH:15][CH:14]=[C:13]([F:18])[C:12]=1[Cl:19], predict the reactants needed to synthesize it. The reactants are: Br[C:2]1[CH:3]=[C:4]([O:9][CH2:10][C:11]2[C:16]([F:17])=[CH:15][CH:14]=[C:13]([F:18])[C:12]=2[Cl:19])[C:5]([NH2:8])=[N:6][CH:7]=1.[C:20]([C:23]1[S:27][C:26](B(O)O)=[CH:25][CH:24]=1)([OH:22])=[O:21]. (4) Given the product [Br:8][C:6]1[C:5]([F:9])=[CH:4][C:3]([F:10])=[C:2]([CH:7]=1)[CH:19]=[O:20], predict the reactants needed to synthesize it. The reactants are: Br[C:2]1[CH:7]=[C:6]([Br:8])[C:5]([F:9])=[CH:4][C:3]=1[F:10].[Li]CCCC.CN([CH:19]=[O:20])C.CCOC(C)=O. (5) Given the product [OH:12][C@H:8]1[C@@H:7]([NH:13][C:14](=[O:20])[O:15][C:16]([CH3:17])([CH3:19])[CH3:18])[CH2:6][C:5]2[N:4]=[CH:3][C:2]([NH:1][C:22]3[CH:33]=[C:24]([O:31][CH3:32])[CH:25]=[CH:26][C:27]=3[N+:28]([O-:30])=[O:29])=[CH:11][C:10]=2[CH2:9]1, predict the reactants needed to synthesize it. The reactants are: [NH2:1][C:2]1[CH:3]=[N:4][C:5]2[CH2:6][C@H:7]([NH:13][C:14](=[O:20])[O:15][C:16]([CH3:19])([CH3:18])[CH3:17])[C@H:8]([OH:12])[CH2:9][C:10]=2[CH:11]=1.Cl[C:22]1[C:27]([N+:28]([O-:30])=[O:29])=[CH:26][CH:25]=[C:24]([O:31][CH3:32])N=1.[C:33](=O)([O-])O.[Na+]. (6) Given the product [C:24]([C:28]1[C:41]2[C:32](=[C:33]3[CH2:44][CH2:43][CH2:42][N:35]4[CH2:36][CH2:37][CH2:38][C:39]([CH:40]=2)=[C:34]34)[O:31][C:30](=[O:45])[CH:29]=1)(=[O:23])[CH:25]([CH3:27])[CH3:26], predict the reactants needed to synthesize it. The reactants are: CC(OI1(OC(C)=O)(OC(C)=O)OC(=O)C2C=CC=CC1=2)=O.[OH:23][CH:24]([C:28]1[C:41]2[C:32](=[C:33]3[CH2:44][CH2:43][CH2:42][N:35]4[CH2:36][CH2:37][CH2:38][C:39]([CH:40]=2)=[C:34]34)[O:31][C:30](=[O:45])[CH:29]=1)[CH:25]([CH3:27])[CH3:26]. (7) Given the product [CH3:19][O:20][C:21]1[CH:26]=[CH:25][C:24]([CH:15]([NH:1][C:2]2[C:11]3[C:10](=[O:12])[CH2:9][CH2:8][CH2:7][C:6]=3[CH:5]=[CH:4][CH:3]=2)[C:14]([OH:18])=[O:17])=[CH:23][CH:22]=1, predict the reactants needed to synthesize it. The reactants are: [NH2:1][C:2]1[CH:3]=[CH:4][CH:5]=[C:6]2[C:11]=1[C:10](=[O:12])[CH2:9][CH2:8][CH2:7]2.O.[C:14]([OH:18])(=[O:17])[CH:15]=O.[CH3:19][O:20][C:21]1[CH:26]=[CH:25][C:24](B(O)O)=[CH:23][CH:22]=1. (8) The reactants are: [OH:1][C:2]1[CH:7]=[C:6]([CH3:8])[C:5]([C:9]2[CH:14]=[CH:13][CH:12]=[C:11]([CH2:15][O:16][C:17]3[CH:22]=[CH:21][C:20]([C:23]4([CH2:27][C:28]([O:30][CH2:31][CH3:32])=[O:29])[CH2:26][O:25][CH2:24]4)=[CH:19][CH:18]=3)[CH:10]=2)=[C:4]([CH3:33])[CH:3]=1.[CH3:34][C:35]1[CH:40]=CC(S(OCCC(C)C)(=O)=O)=[CH:37][CH:36]=1.C(=O)([O-])[O-].[Cs+].[Cs+]. Given the product [CH2:37]([O:1][C:2]1[CH:3]=[C:4]([CH3:33])[C:5]([C:9]2[CH:14]=[CH:13][CH:12]=[C:11]([CH2:15][O:16][C:17]3[CH:22]=[CH:21][C:20]([C:23]4([CH2:27][C:28]([O:30][CH2:31][CH3:32])=[O:29])[CH2:24][O:25][CH2:26]4)=[CH:19][CH:18]=3)[CH:10]=2)=[C:6]([CH3:8])[CH:7]=1)[CH2:36][CH:35]([CH3:40])[CH3:34], predict the reactants needed to synthesize it. (9) Given the product [C:29]([C:22]1[C:21]2[C:25](=[CH:26][CH:27]=[C:19]([NH:18][C:14]3[N:15]=[C:16]([N:4]4[CH:5]=[C:6]([CH:7]=[O:8])[C:2]([CH3:1])=[N:3]4)[CH:17]=[CH:12][N:13]=3)[CH:20]=2)[N:24]([CH3:28])[CH:23]=1)(=[O:33])[CH:30]([CH3:32])[CH3:31], predict the reactants needed to synthesize it. The reactants are: [CH3:1][C:2]1[C:6]([CH:7]=[O:8])=[CH:5][NH:4][N:3]=1.[H-].[Na+].Cl[C:12]1[CH:17]=[CH:16][N:15]=[C:14]([NH:18][C:19]2[CH:20]=[C:21]3[C:25](=[CH:26][CH:27]=2)[N:24]([CH3:28])[CH:23]=[C:22]3[C:29](=[O:33])[CH:30]([CH3:32])[CH3:31])[N:13]=1.O.